This data is from Full USPTO retrosynthesis dataset with 1.9M reactions from patents (1976-2016). The task is: Predict the reactants needed to synthesize the given product. (1) Given the product [C:22]([CH2:17][CH2:12][O:13][C:14](=[O:15])[C:9](=[CH:10][C:33]1[CH:36]=[CH:37][C:30]([N+:27]([O-:29])=[O:28])=[CH:31][CH:32]=1)[C:7](=[O:8])[CH2:6][CH2:5][CH2:4][CH2:3][O:2][CH3:1])#[N:23], predict the reactants needed to synthesize it. The reactants are: [CH3:1][O:2][CH2:3][CH2:4][CH2:5][CH2:6][C:7]([CH:9]1[C:14](=[O:15])[O:13][C:12]([CH3:17])(C)O[C:10]1=O)=[O:8].OCC[C:22]#[N:23].C(=O)=O.[N+:27]([C:30]1[CH:37]=[CH:36][C:33](C=O)=[CH:32][CH:31]=1)([O-:29])=[O:28].N1CCCCC1.C(O)(=O)C. (2) Given the product [CH2:1]([NH:8][S:9]([C:12]1[CH:13]=[CH:14][C:15]([NH:18][C:19]([NH:21][C:22]2[CH:27]=[CH:26][CH:25]=[C:24]([C:28]([N:37]3[CH2:38][CH2:39][N:34]([CH2:30][CH2:31][CH2:32][CH3:33])[CH2:35][CH2:36]3)=[NH:29])[CH:23]=2)=[O:20])=[CH:16][CH:17]=1)(=[O:10])=[O:11])[C:2]1[CH:7]=[CH:6][CH:5]=[CH:4][CH:3]=1, predict the reactants needed to synthesize it. The reactants are: [CH2:1]([NH:8][S:9]([C:12]1[CH:17]=[CH:16][C:15]([NH:18][C:19]([NH:21][C:22]2[CH:27]=[CH:26][CH:25]=[C:24]([C:28]#[N:29])[CH:23]=2)=[O:20])=[CH:14][CH:13]=1)(=[O:11])=[O:10])[C:2]1[CH:7]=[CH:6][CH:5]=[CH:4][CH:3]=1.[CH2:30]([N:34]1[CH2:39][CH2:38][NH:37][CH2:36][CH2:35]1)[CH2:31][CH2:32][CH3:33]. (3) The reactants are: [C:1]12([O:11][CH2:12][CH2:13][O:14][CH2:15][CH2:16][O:17][CH2:18][CH2:19][O:20][CH2:21][CH2:22][O:23][CH2:24][CH2:25][CH2:26][CH2:27][N:28]=[N+]=[N-])[CH2:10][CH:5]3[CH2:6][CH:7]([CH2:9][CH:3]([CH2:4]3)[CH2:2]1)[CH2:8]2.C1(P(C2C=CC=CC=2)C2C=CC=CC=2)C=CC=CC=1.O. Given the product [C:1]12([O:11][CH2:12][CH2:13][O:14][CH2:15][CH2:16][O:17][CH2:18][CH2:19][O:20][CH2:21][CH2:22][O:23][CH2:24][CH2:25][CH2:26][CH2:27][NH2:28])[CH2:10][CH:5]3[CH2:4][CH:3]([CH2:9][CH:7]([CH2:6]3)[CH2:8]1)[CH2:2]2, predict the reactants needed to synthesize it. (4) Given the product [F:1][C:2]([F:12])([F:13])[C:3]1[CH:4]=[CH:5][C:6]([C:9]2([C:10]#[N:11])[CH2:16][CH2:15]2)=[CH:7][CH:8]=1, predict the reactants needed to synthesize it. The reactants are: [F:1][C:2]([F:13])([F:12])[C:3]1[CH:8]=[CH:7][C:6]([CH2:9][C:10]#[N:11])=[CH:5][CH:4]=1.Br[CH2:15][CH2:16]Cl.[OH-].[Na+]. (5) Given the product [F:32][C:33]1[CH:38]=[CH:37][C:36]([O:39][C:40]2[N:45]=[CH:44][C:43]([C:46]([N:16]([CH3:17])[C:12]3[N:11]=[CH:10][C:9]([CH2:8][N:6]4[CH2:5][CH2:4][N:3]([C:18]([O:20][C:21]([CH3:22])([CH3:24])[CH3:23])=[O:19])[C@@H:2]([CH3:1])[CH2:7]4)=[C:14]([CH3:15])[CH:13]=3)=[O:47])=[CH:42][CH:41]=2)=[CH:35][CH:34]=1, predict the reactants needed to synthesize it. The reactants are: [CH3:1][C@H:2]1[CH2:7][N:6]([CH2:8][C:9]2[CH:10]=[N:11][C:12]([NH:16][CH3:17])=[CH:13][C:14]=2[CH3:15])[CH2:5][CH2:4][N:3]1[C:18]([O:20][C:21]([CH3:24])([CH3:23])[CH3:22])=[O:19].C(N(CC)CC)C.[F:32][C:33]1[CH:38]=[CH:37][C:36]([O:39][C:40]2[N:45]=[CH:44][C:43]([C:46](Cl)=[O:47])=[CH:42][CH:41]=2)=[CH:35][CH:34]=1.C([O-])(O)=O.[Na+]. (6) Given the product [CH3:18][C:19]1[C:24]([C:25]([O:10][CH2:11][CH2:12][C:13]([CH3:17])=[C:14]([F:15])[F:16])=[O:26])=[CH:23][N:22]=[C:21]([S:28][CH3:29])[N:20]=1, predict the reactants needed to synthesize it. The reactants are: CN(C)C=O.CS([O:10][CH2:11][CH2:12][C:13]([CH3:17])=[C:14]([F:16])[F:15])(=O)=O.[CH3:18][C:19]1[C:24]([C:25](O)=[O:26])=[CH:23][N:22]=[C:21]([S:28][CH3:29])[N:20]=1.C(=O)([O-])O.[Na+].